This data is from NCI-60 drug combinations with 297,098 pairs across 59 cell lines. The task is: Regression. Given two drug SMILES strings and cell line genomic features, predict the synergy score measuring deviation from expected non-interaction effect. Drug 1: C1CC(C1)(C(=O)O)C(=O)O.[NH2-].[NH2-].[Pt+2]. Drug 2: CC1CCC2CC(C(=CC=CC=CC(CC(C(=O)C(C(C(=CC(C(=O)CC(OC(=O)C3CCCCN3C(=O)C(=O)C1(O2)O)C(C)CC4CCC(C(C4)OC)O)C)C)O)OC)C)C)C)OC. Cell line: NCI-H322M. Synergy scores: CSS=5.75, Synergy_ZIP=4.00, Synergy_Bliss=3.44, Synergy_Loewe=-3.48, Synergy_HSA=-2.31.